Dataset: Full USPTO retrosynthesis dataset with 1.9M reactions from patents (1976-2016). Task: Predict the reactants needed to synthesize the given product. (1) Given the product [Cl:15][C:16]1[CH:17]=[CH:18][C:19]([CH3:23])=[C:20]([O:22][C:25]2[CH:30]=[CH:29][C:28]([F:31])=[CH:27][C:26]=2[CH3:32])[CH:21]=1, predict the reactants needed to synthesize it. The reactants are: Cl.CN(C)CC(O)=O.C(=O)([O-])[O-].[Cs+].[Cs+].[Cl:15][C:16]1[CH:17]=[CH:18][C:19]([CH3:23])=[C:20]([OH:22])[CH:21]=1.Br[C:25]1[CH:30]=[CH:29][C:28]([F:31])=[CH:27][C:26]=1[CH3:32]. (2) Given the product [Br:20][CH2:1][C:2]1[CH:3]=[C:4]2[C:8](=[CH:9][CH:10]=1)[C:7](=[O:11])[N:6]([CH2:12][CH2:13][C:14]([O:16][CH2:17][CH3:18])=[O:15])[C:5]2=[O:19], predict the reactants needed to synthesize it. The reactants are: [CH3:1][C:2]1[CH:3]=[C:4]2[C:8](=[CH:9][CH:10]=1)[C:7](=[O:11])[N:6]([CH2:12][CH2:13][C:14]([O:16][CH2:17][CH3:18])=[O:15])[C:5]2=[O:19].[Br:20]N1C(=O)CCC1=O. (3) Given the product [CH3:33][C:28]1([CH3:34])[C:29]([CH3:32])([CH3:31])[O:30][B:26]([C:2]2[CH:24]=[CH:23][C:5]([O:6][CH2:7][C:8]3[C:13]([O:14][CH3:15])=[CH:12][CH:11]=[CH:10][C:9]=3[N:16]3[C:20](=[O:21])[N:19]([CH3:22])[N:18]=[N:17]3)=[C:4]([CH3:25])[CH:3]=2)[O:27]1, predict the reactants needed to synthesize it. The reactants are: Br[C:2]1[CH:24]=[CH:23][C:5]([O:6][CH2:7][C:8]2[C:13]([O:14][CH3:15])=[CH:12][CH:11]=[CH:10][C:9]=2[N:16]2[C:20](=[O:21])[N:19]([CH3:22])[N:18]=[N:17]2)=[C:4]([CH3:25])[CH:3]=1.[B:26]1([B:26]2[O:30][C:29]([CH3:32])([CH3:31])[C:28]([CH3:34])([CH3:33])[O:27]2)[O:30][C:29]([CH3:32])([CH3:31])[C:28]([CH3:34])([CH3:33])[O:27]1.C([O-])(=O)C.[K+].CS(C)=O. (4) The reactants are: [CH3:1][NH:2][S:3]([C:6]1[C:7]2[CH:14]=[C:13]([F:15])[CH:12]=[CH:11][C:8]=2[S:9][CH:10]=1)(=[O:5])=[O:4].O1CC[CH2:19]OO1. Given the product [F:15][C:13]1[CH:12]=[CH:11][C:8]2=[C:7]3[C:14]=1[CH2:1][N:2]([CH3:19])[S:3](=[O:4])(=[O:5])[C:6]3=[CH:10][S:9]2, predict the reactants needed to synthesize it.